Dataset: Forward reaction prediction with 1.9M reactions from USPTO patents (1976-2016). Task: Predict the product of the given reaction. Given the reactants [C:1]1([C:13]2[CH:18]=[CH:17][CH:16]=[CH:15][CH:14]=2)[CH:6]=[CH:5][CH:4]=[C:3]([CH:7]([OH:12])[C:8]([CH3:11])([CH3:10])[CH3:9])[CH:2]=1.C1C([N+]([O-])=O)=CC=C([Cl-][C:29]([O-:31])=[O:30])C=1.[N:32]1[CH:37]=[CH:36][CH:35]=[CH:34][CH:33]=1.Cl[CH2:39]CCl, predict the reaction product. The product is: [NH2:32][C:37]1[CH:36]=[CH:35][C:34]([O:31][C:29]([O:12][C@@H:7]([C:3]2[CH:2]=[C:1]([C:13]3[CH:18]=[CH:17][CH:16]=[CH:15][CH:14]=3)[CH:6]=[CH:5][CH:4]=2)[C:8]([CH3:10])([CH3:11])[CH3:9])=[O:30])=[CH:33][CH:39]=1.